Predict the product of the given reaction. From a dataset of Forward reaction prediction with 1.9M reactions from USPTO patents (1976-2016). (1) Given the reactants [N+:1]([C:4]1[CH:18]=[CH:17][CH:16]=[CH:15][C:5]=1[O:6][CH2:7][CH2:8][N:9]1[CH2:14][CH2:13][O:12][CH2:11][CH2:10]1)([O-:3])=[O:2].[S:19]([O:24]C)([O:22][CH3:23])(=[O:21])=[O:20], predict the reaction product. The product is: [CH3:23][O:22][S:19]([O-:24])(=[O:21])=[O:20].[CH3:23][N+:9]1([CH2:8][CH2:7][O:6][C:5]2[CH:15]=[CH:16][CH:17]=[CH:18][C:4]=2[N+:1]([O-:3])=[O:2])[CH2:10][CH2:11][O:12][CH2:13][CH2:14]1. (2) Given the reactants Br[C:2]1[CH:7]=[CH:6][C:5]([N:8]2[CH2:13][CH2:12][O:11][CH2:10][CH2:9]2)=[CH:4][CH:3]=1.[CH:14]([C:16]1[O:20][C:19](B(O)O)=[CH:18][CH:17]=1)=[O:15].C(=O)([O-])[O-].[Na+].[Na+].COCCOC, predict the reaction product. The product is: [N:8]1([C:5]2[CH:6]=[CH:7][C:2]([C:19]3[O:20][C:16]([CH:14]=[O:15])=[CH:17][CH:18]=3)=[CH:3][CH:4]=2)[CH2:13][CH2:12][O:11][CH2:10][CH2:9]1. (3) Given the reactants Br[C:2]1[C:3]([NH:9][CH:10]2[CH2:14][CH2:13][CH2:12][CH2:11]2)=[N:4][C:5]([Cl:8])=[N:6][CH:7]=1.[Cl-].[Li+].C(=O)([O-])[O-].[K+].[K+].[CH3:23][O:24][C:25](=[O:29])[C:26]#[C:27][CH3:28], predict the reaction product. The product is: [CH3:23][O:24][C:25]([C:26]1[N:9]([CH:10]2[CH2:14][CH2:13][CH2:12][CH2:11]2)[C:3]2[N:4]=[C:5]([Cl:8])[N:6]=[CH:7][C:2]=2[C:27]=1[CH3:28])=[O:29]. (4) The product is: [O:21]1[CH2:26][CH2:25][CH:24]([C:27]([NH:1][C:2]2[CH:7]=[C:6]([C:8]3[S:9][CH:10]=[CH:11][CH:12]=3)[CH:5]=[CH:4][C:3]=2[NH:13][C:14](=[O:20])[O:15][C:16]([CH3:17])([CH3:19])[CH3:18])=[O:28])[CH2:23][CH2:22]1. Given the reactants [NH2:1][C:2]1[CH:7]=[C:6]([C:8]2[S:9][CH:10]=[CH:11][CH:12]=2)[CH:5]=[CH:4][C:3]=1[NH:13][C:14](=[O:20])[O:15][C:16]([CH3:19])([CH3:18])[CH3:17].[O:21]1[CH2:26][CH2:25][CH:24]([C:27](O)=[O:28])[CH2:23][CH2:22]1.CN(C(ON1N=NC2C=CC=NC1=2)=[N+](C)C)C.F[P-](F)(F)(F)(F)F.CCN(C(C)C)C(C)C, predict the reaction product. (5) Given the reactants [CH3:1][CH:2](O)[C:3]#[CH:4].[C:6]1([NH2:16])[C:15]2[C:10](=[CH:11][CH:12]=[CH:13][CH:14]=2)[CH:9]=[CH:8][CH:7]=1.C(O)CO, predict the reaction product. The product is: [CH3:1][C:2]1[NH:16][C:6]2[C:7]([C:3]=1[CH3:4])=[CH:8][CH:9]=[C:10]1[CH:11]=[CH:12][CH:13]=[CH:14][C:15]=21. (6) Given the reactants [Cl:1][C:2]1[CH:9]=[CH:8][C:5]([CH2:6][NH2:7])=[CH:4][CH:3]=1.CO[C:12]1[CH:20]=[CH:19][N:18]=[C:17]2[C:13]=1[CH:14]=CN2.[Cl:21][C:22]1[CH:30]=[CH:29][N:28]=[C:27]2[C:23]=1[CH:24]=[CH:25][NH:26]2, predict the reaction product. The product is: [Cl:21][C:22]1[CH:30]=[CH:29][N:28]=[C:27]2[NH:26][CH:25]=[C:24]([CH2:14][C:13]3[CH:12]=[CH:20][C:19]([NH:7][CH2:6][C:5]4[CH:8]=[CH:9][C:2]([Cl:1])=[CH:3][CH:4]=4)=[N:18][CH:17]=3)[C:23]=12. (7) Given the reactants [CH2:1]([O:3][C:4](=[O:28])[CH:5]([O:24][CH:25]([CH3:27])[CH3:26])[CH2:6][C:7]1[CH:12]=[C:11]([CH2:13][NH:14][C:15]([O:17][C:18]([CH3:21])([CH3:20])[CH3:19])=[O:16])[C:10]([OH:22])=[C:9](Br)[CH:8]=1)[CH3:2].[I:29]N1C(=O)CCC1=O, predict the reaction product. The product is: [CH2:1]([O:3][C:4](=[O:28])[CH:5]([O:24][CH:25]([CH3:27])[CH3:26])[CH2:6][C:7]1[CH:12]=[C:11]([CH2:13][NH:14][C:15]([O:17][C:18]([CH3:21])([CH3:20])[CH3:19])=[O:16])[C:10]([OH:22])=[C:9]([I:29])[CH:8]=1)[CH3:2]. (8) Given the reactants [C:1]([O:11][C:12]([CH3:15])([CH3:14])[CH3:13])(=[O:10])[CH2:2][C:3]([O:5][C:6]([CH3:9])([CH3:8])[CH3:7])=[O:4].CC(C)([O-])C.[K+].Br[C:23]1[CH:28]=[CH:27][C:26]([N+:29]([O-])=O)=[CH:25][CH:24]=1, predict the reaction product. The product is: [NH2:29][C:26]1[CH:27]=[CH:28][C:23]([CH:2]([C:3]([O:5][C:6]([CH3:7])([CH3:8])[CH3:9])=[O:4])[C:1]([O:11][C:12]([CH3:15])([CH3:14])[CH3:13])=[O:10])=[CH:24][CH:25]=1. (9) The product is: [Br:2][C:3]1[CH2:4][N:5]([CH2:24][C:25]2[CH:30]=[CH:29][CH:28]=[CH:27][C:26]=2[CH3:34])[CH:6]=[CH:7][C:8]=1[CH2:9][CH:10]1[CH2:18][C:17]2[C:12](=[CH:13][C:14]([O:21][CH3:22])=[C:15]([O:19][CH3:20])[CH:16]=2)[C:11]1=[O:23]. Given the reactants [Br-].[Br:2][C:3]1[CH:4]=[N+:5]([CH2:24][C:25]2[CH:26]=[C:27](C)[CH:28]=[CH:29][CH:30]=2)[CH:6]=[CH:7][C:8]=1[CH2:9][CH:10]1[CH2:18][C:17]2[C:12](=[CH:13][C:14]([O:21][CH3:22])=[C:15]([O:19][CH3:20])[CH:16]=2)[C:11]1=[O:23].[BH4-].[Na+].[CH3:34]O, predict the reaction product. (10) Given the reactants [Cl:1][C:2]1[C:7](B(O)O)=[CH:6][CH:5]=[CH:4][N:3]=1.[Cl:11][C:12]1[N:17]=[C:16](Cl)[CH:15]=[CH:14][N:13]=1.C(=O)([O-])[O-].[Na+].[Na+], predict the reaction product. The product is: [Cl:11][C:12]1[N:17]=[C:16]([C:7]2[C:2]([Cl:1])=[N:3][CH:4]=[CH:5][CH:6]=2)[CH:15]=[CH:14][N:13]=1.